From a dataset of Full USPTO retrosynthesis dataset with 1.9M reactions from patents (1976-2016). Predict the reactants needed to synthesize the given product. Given the product [Cl:15][C:16]1[CH:17]=[C:18]([C@@H:24]([CH2:40][C@@H:41]2[CH2:61][CH2:60][C:43]3([O:47][C@@H:46]([C:48]4[CH:53]=[CH:52][CH:51]=[CH:50][CH:49]=4)[C@H:45]([C:54]4[CH:59]=[CH:58][CH:57]=[CH:56][CH:55]=4)[O:44]3)[CH2:42]2)[C:25]([N:27]([C@H:29]([CH3:38])[C@H:30]([OH:37])[C:31]2[CH:32]=[CH:33][CH:34]=[CH:35][CH:36]=2)[CH3:28])=[O:26])[CH:19]=[CH:20][C:21]=1[S:22][CH3:23], predict the reactants needed to synthesize it. The reactants are: C[Si](C)(C)N[Si](C)(C)C.C([Li])CCC.[Cl:15][C:16]1[CH:17]=[C:18]([CH2:24][C:25]([N:27]([C@H:29]([CH3:38])[C@H:30]([OH:37])[C:31]2[CH:36]=[CH:35][CH:34]=[CH:33][CH:32]=2)[CH3:28])=[O:26])[CH:19]=[CH:20][C:21]=1[S:22][CH3:23].I[CH2:40][C@@H:41]1[CH2:61][CH2:60][C:43]2([O:47][C@@H:46]([C:48]3[CH:53]=[CH:52][CH:51]=[CH:50][CH:49]=3)[C@H:45]([C:54]3[CH:59]=[CH:58][CH:57]=[CH:56][CH:55]=3)[O:44]2)[CH2:42]1.CN1CCCN(C)C1=O.[Cl-].[NH4+].